From a dataset of Forward reaction prediction with 1.9M reactions from USPTO patents (1976-2016). Predict the product of the given reaction. (1) Given the reactants Cl.[CH3:2][C:3]1[CH:8]=[CH:7][CH:6]=[CH:5][C:4]=1[NH:9][NH2:10].O=[C:12]1[CH2:17][CH2:16][CH2:15][CH2:14][CH:13]1[C:18]#[N:19], predict the reaction product. The product is: [CH3:2][C:3]1[CH:8]=[CH:7][CH:6]=[CH:5][C:4]=1[N:9]1[C:18]([NH2:19])=[C:13]2[C:12]([CH2:17][CH2:16][CH2:15][CH2:14]2)=[N:10]1. (2) Given the reactants [Cl:1][C:2]1[C:3]([F:11])=[C:4]([CH:8]=[CH:9][CH:10]=1)[C:5]([OH:7])=O.[F:12][C:13]1([F:28])[CH2:18][CH2:17][C:16]([CH2:26][NH2:27])([C:19]2[CH:20]=[N:21][C:22]([F:25])=[CH:23][CH:24]=2)[CH2:15][CH2:14]1, predict the reaction product. The product is: [Cl:1][C:2]1[C:3]([F:11])=[C:4]([CH:8]=[CH:9][CH:10]=1)[C:5]([NH:27][CH2:26][C:16]1([C:19]2[CH:20]=[N:21][C:22]([F:25])=[CH:23][CH:24]=2)[CH2:17][CH2:18][C:13]([F:12])([F:28])[CH2:14][CH2:15]1)=[O:7]. (3) Given the reactants [CH:1]1([C:5]2[CH:10]=[CH:9][CH:8]=[C:7]([O:11]C)[CH:6]=2)[CH2:4][CH2:3][CH2:2]1.[Cl-].[NH4+], predict the reaction product. The product is: [CH:1]1([C:5]2[CH:6]=[C:7]([OH:11])[CH:8]=[CH:9][CH:10]=2)[CH2:2][CH2:3][CH2:4]1. (4) Given the reactants [CH2:1]([NH:8][CH:9]1[CH2:14][CH2:13][CH:12]([C:15]2[CH:16]=[C:17]3[C:23]([C:24](=[O:34])[CH2:25][C:26]4[CH:31]=[CH:30][CH:29]=[C:28]([F:32])[C:27]=4[F:33])=[CH:22][NH:21][C:18]3=[N:19][CH:20]=2)[CH2:11][CH2:10]1)[C:2]1[CH:7]=[CH:6][CH:5]=[CH:4][CH:3]=1.C(O[CH:40](N(C)C)[N:41](C)C)(C)(C)C.Cl.NO.C([O-])(=O)C.[Na+], predict the reaction product. The product is: [CH2:1]([NH:8][CH:9]1[CH2:14][CH2:13][C:12]([C:15]2[CH:16]=[C:17]3[C:23]([C:24]4[O:34][N:41]=[CH:40][C:25]=4[C:26]4[CH:31]=[CH:30][CH:29]=[C:28]([F:32])[C:27]=4[F:33])=[CH:22][NH:21][C:18]3=[N:19][CH:20]=2)=[CH:11][CH2:10]1)[C:2]1[CH:7]=[CH:6][CH:5]=[CH:4][CH:3]=1. (5) The product is: [Cl:24][C:25]1[CH:26]=[CH:27][C:28]([CH:31]2[CH2:36][CH2:35][CH2:34][N:33]([C:41]([C:40]3[CH:44]=[C:45]([CH3:47])[N:46]=[C:38]([CH3:37])[CH:39]=3)=[O:42])[CH2:32]2)=[CH:29][CH:30]=1. Given the reactants ClC1C=CC(C2CCCN(C(C3C=CN=C(NC)C=3)=O)C2)=CC=1.[Cl:24][C:25]1[CH:30]=[CH:29][C:28]([CH:31]2[CH2:36][CH2:35][CH2:34][NH:33][CH2:32]2)=[CH:27][CH:26]=1.[CH3:37][C:38]1[CH:39]=[C:40]([CH:44]=[C:45]([CH3:47])[N:46]=1)[C:41](O)=[O:42], predict the reaction product. (6) The product is: [F:28][C:2]([F:1])([F:27])[CH2:3][O:4][C:5]1[CH:6]=[C:7]([C:11]2[N:12]=[C:13]([CH2:16][N:17]3[CH:21]=[C:20]([C:22]([OH:24])=[O:23])[CH:19]=[N:18]3)[S:14][CH:15]=2)[CH:8]=[CH:9][CH:10]=1. Given the reactants [F:1][C:2]([F:28])([F:27])[CH2:3][O:4][C:5]1[CH:6]=[C:7]([C:11]2[N:12]=[C:13]([CH2:16][N:17]3[CH:21]=[C:20]([C:22]([O:24]CC)=[O:23])[CH:19]=[N:18]3)[S:14][CH:15]=2)[CH:8]=[CH:9][CH:10]=1.[OH-].[Na+].O, predict the reaction product. (7) Given the reactants C([O:3][C:4](=O)[C:5]1[CH:10]=[CH:9][CH:8]=[C:7]([O:11][C:12]2[CH:17]=[CH:16][C:15]([F:18])=[CH:14][CH:13]=2)[C:6]=1[CH2:19][N:20]([CH2:31][C:32]([O:34][CH3:35])=[O:33])S(C1C=CC(C)=CC=1)(=O)=O)C.C[O-].[Na+], predict the reaction product. The product is: [CH3:35][O:34][C:32]([C:31]1[N:20]=[CH:19][C:6]2[C:5]([C:4]=1[OH:3])=[CH:10][CH:9]=[CH:8][C:7]=2[O:11][C:12]1[CH:17]=[CH:16][C:15]([F:18])=[CH:14][CH:13]=1)=[O:33]. (8) The product is: [CH:3]([C:27]1[C:26](=[O:28])[O:25][CH:21]2[CH2:22][CH2:23][CH2:24][N:19]([CH2:18][C:15]3[CH:16]=[N:17][C:12]([Cl:11])=[CH:13][CH:14]=3)[C:20]=12)=[O:4]. Given the reactants CN(C)[CH:3]=[O:4].P(Cl)(Cl)(Cl)=O.[Cl:11][C:12]1[N:17]=[CH:16][C:15]([CH2:18][N:19]2[CH2:24][CH2:23][CH2:22][CH:21]3[O:25][C:26](=[O:28])[CH:27]=[C:20]23)=[CH:14][CH:13]=1.C(=O)([O-])[O-].[Na+].[Na+], predict the reaction product.